Dataset: Forward reaction prediction with 1.9M reactions from USPTO patents (1976-2016). Task: Predict the product of the given reaction. (1) The product is: [Cl:1][C:2]1[CH:3]=[C:4]([NH:9][C:10]2[N:15]=[C:14]([NH:16][CH2:17][CH2:18][CH2:19][N:20]([CH3:22])[CH3:21])[C:13]([C:23]3[CH:32]=[C:27]([C:28]4[NH:29][C:40](=[O:41])[O:31][N:30]=4)[CH:26]=[N:25][CH:24]=3)=[CH:12][N:11]=2)[CH:5]=[CH:6][C:7]=1[F:8]. Given the reactants [Cl:1][C:2]1[CH:3]=[C:4]([NH:9][C:10]2[N:15]=[C:14]([NH:16][CH2:17][CH2:18][CH2:19][N:20]([CH3:22])[CH3:21])[C:13]([C:23]3[CH:24]=[N:25][CH:26]=[C:27]([CH:32]=3)/[C:28](=[N:30]/[OH:31])/[NH2:29])=[CH:12][N:11]=2)[CH:5]=[CH:6][C:7]=1[F:8].C(N(CC)CC)C.[C:40](N1C=CN=C1)(N1C=CN=C1)=[O:41], predict the reaction product. (2) Given the reactants Br[C:2]1[CH:10]=[C:9]2[C:5]([C:6]([CH3:14])([CH3:13])[C:7](=[O:12])[N:8]2[CH3:11])=[CH:4][C:3]=1[F:15].[N:16]1[CH:21]=[CH:20][CH:19]=[C:18](B(O)O)[CH:17]=1, predict the reaction product. The product is: [F:15][C:3]1[CH:4]=[C:5]2[C:9](=[CH:10][C:2]=1[C:18]1[CH:17]=[N:16][CH:21]=[CH:20][CH:19]=1)[N:8]([CH3:11])[C:7](=[O:12])[C:6]2([CH3:14])[CH3:13].